Task: Predict the product of the given reaction.. Dataset: Forward reaction prediction with 1.9M reactions from USPTO patents (1976-2016) (1) Given the reactants [H-].[H-].[H-].[H-].[Li+].[Al+3].[N+:7]([CH2:10][CH3:11])([O-:9])=[O:8].[CH:12](=[O:19])[C:13]1[CH:18]=[CH:17][CH:16]=[N:15][CH:14]=1, predict the reaction product. The product is: [N+:7]([CH:10]([CH3:11])[CH:12]([C:13]1[CH:14]=[N:15][CH:16]=[CH:17][CH:18]=1)[OH:19])([O-:9])=[O:8]. (2) Given the reactants [Cl:1][C:2]1[CH:7]=[CH:6][C:5]([CH2:8][C:9]([O:11]CC2C=CC=CC=2)=[O:10])=[C:4]([C:19]2[CH:23]=[CH:22][S:21][CH:20]=2)[CH:3]=1.S1C=CC=C1C1C=CC=CC=1CC(OC)=O, predict the reaction product. The product is: [Cl:1][C:2]1[CH:7]=[CH:6][C:5]([CH2:8][C:9]([OH:11])=[O:10])=[C:4]([C:19]2[CH:23]=[CH:22][S:21][CH:20]=2)[CH:3]=1. (3) Given the reactants [Cl:1][C:2]1[CH:3]=[C:4]([C:9]2[CH:13]=[C:12]([C:14]([O:16]C(C)(C)C)=[O:15])[N:11]([CH2:21][C:22]3[CH:27]=[CH:26][C:25]([C:28]([O:30][CH3:31])=[O:29])=[CH:24][CH:23]=3)[N:10]=2)[CH:5]=[C:6]([Cl:8])[CH:7]=1.FC(F)(F)C(O)=O, predict the reaction product. The product is: [Cl:1][C:2]1[CH:3]=[C:4]([C:9]2[CH:13]=[C:12]([C:14]([OH:16])=[O:15])[N:11]([CH2:21][C:22]3[CH:27]=[CH:26][C:25]([C:28]([O:30][CH3:31])=[O:29])=[CH:24][CH:23]=3)[N:10]=2)[CH:5]=[C:6]([Cl:8])[CH:7]=1. (4) Given the reactants [CH2:1]([NH:3][C:4]1[C:5]([NH2:10])=[CH:6][CH:7]=[CH:8][CH:9]=1)[CH3:2].[C:11](N1C=CN=C1)(N1C=CN=C1)=[O:12].C(OCC)(=O)C.Cl, predict the reaction product. The product is: [CH2:1]([N:3]1[C:4]2[CH:9]=[CH:8][CH:7]=[CH:6][C:5]=2[NH:10][C:11]1=[O:12])[CH3:2]. (5) The product is: [Br-:1].[CH3:37][S:38]([O:2][C:3]1[CH:8]=[CH:7][C:6]([C:9](=[O:36])[CH2:10][N+:11]23[CH2:16][CH2:15][CH:14]([CH2:17][CH2:18]2)[C@@H:13]([O:19][C:20](=[O:35])[C@@H:21]([C:29]2[CH:30]=[CH:31][CH:32]=[CH:33][CH:34]=2)[NH:22][C:23]2[CH:24]=[CH:25][CH:26]=[CH:27][CH:28]=2)[CH2:12]3)=[CH:5][CH:4]=1)(=[O:40])=[O:39]. Given the reactants [Br-:1].[OH:2][C:3]1[CH:8]=[CH:7][C:6]([C:9](=[O:36])[CH2:10][N+:11]23[CH2:18][CH2:17][CH:14]([CH2:15][CH2:16]2)[C@@H:13]([O:19][C:20](=[O:35])[C@@H:21]([C:29]2[CH:34]=[CH:33][CH:32]=[CH:31][CH:30]=2)[NH:22][C:23]2[CH:28]=[CH:27][CH:26]=[CH:25][CH:24]=2)[CH2:12]3)=[CH:5][CH:4]=1.[CH3:37][S:38](Cl)(=[O:40])=[O:39].CC#N.O, predict the reaction product. (6) Given the reactants [O:1]=[C:2]1[C:11]2[C:6](=[CH:7][CH:8]=[C:9]([C:12](O)=[O:13])[CH:10]=2)[CH:5]=[CH:4][N:3]1[CH2:15][C:16]1[CH:21]=[CH:20][C:19]([C:22]2[N:23]=[N:24][NH:25][N:26]=2)=[CH:18][CH:17]=1.[N:27]1([CH2:32][CH2:33][NH2:34])[CH:31]=[CH:30][CH:29]=[CH:28]1, predict the reaction product. The product is: [N:27]1([CH2:32][CH2:33][NH:34][C:12]([C:9]2[CH:10]=[C:11]3[C:6]([CH:5]=[CH:4][N:3]([CH2:15][C:16]4[CH:21]=[CH:20][C:19]([C:22]5[N:23]=[N:24][NH:25][N:26]=5)=[CH:18][CH:17]=4)[C:2]3=[O:1])=[CH:7][CH:8]=2)=[O:13])[CH:31]=[CH:30][CH:29]=[CH:28]1.